The task is: Predict the product of the given reaction.. This data is from Forward reaction prediction with 1.9M reactions from USPTO patents (1976-2016). (1) Given the reactants [Br:1][C:2]1[CH:8]=[CH:7][C:5]([NH2:6])=[CH:4][CH:3]=1.C([Li])CCC.Br[CH2:15][C:16]1[N:20]([C:21]2[CH:26]=[CH:25][CH:24]=[CH:23][C:22]=2[Cl:27])[N:19]=[C:18]([C:28]([F:31])([F:30])[F:29])[CH:17]=1.C(O)(=O)C, predict the reaction product. The product is: [Br:1][C:2]1[CH:8]=[CH:7][C:5]([NH:6][CH2:15][C:16]2[N:20]([C:21]3[CH:26]=[CH:25][CH:24]=[CH:23][C:22]=3[Cl:27])[N:19]=[C:18]([C:28]([F:31])([F:29])[F:30])[CH:17]=2)=[CH:4][CH:3]=1. (2) Given the reactants [OH-:1].[Na+].[N:3]1[C:12]2[C:7](=[CH:8][CH:9]=[CH:10][CH:11]=2)[C:6](CC#N)=[CH:5][CH:4]=1.Br[CH2:17][CH2:18]Cl.[CH2:20]([OH:23])[CH2:21]O, predict the reaction product. The product is: [N:3]1[C:12]2[C:7](=[CH:8][CH:9]=[CH:10][CH:11]=2)[C:6]([C:21]2([C:20]([OH:23])=[O:1])[CH2:18][CH2:17]2)=[CH:5][CH:4]=1. (3) Given the reactants [NH2:1][NH2:2].[CH2:3]([C:8]12[CH2:15][CH2:14][C:11]([C:16]([O:18]C)=O)([CH2:12][CH2:13]1)[CH2:10][CH2:9]2)[CH2:4][CH2:5][CH2:6][CH3:7].O, predict the reaction product. The product is: [CH2:3]([C:8]12[CH2:15][CH2:14][C:11]([C:16]([NH:1][NH2:2])=[O:18])([CH2:12][CH2:13]1)[CH2:10][CH2:9]2)[CH2:4][CH2:5][CH2:6][CH3:7].